Dataset: Reaction yield outcomes from USPTO patents with 853,638 reactions. Task: Predict the reaction yield, written as a fraction of the theoretical maximum amount of product (1.0 means a 100% yield; for example, 0.34 means a 34% yield). (1) The reactants are C([O:8][C:9]1[CH:14]=[CH:13][C:12]([NH:15][C:16]2[N:21]=[C:20]([NH:22][CH:23]3[CH2:29][CH2:28][CH2:27][CH2:26][CH2:25][CH2:24]3)[N:19]=[C:18]([N:30]([CH3:37])[CH:31]3[CH2:36][CH2:35][NH:34][CH2:33][CH2:32]3)[N:17]=2)=[CH:11][C:10]=1Cl)C1C=CC=CC=1.C([O-])=O.[NH4+].C(Cl)Cl. The catalyst is O.CO.[Pd]. The product is [CH:23]1([NH:22][C:20]2[N:19]=[C:18]([N:30]([CH3:37])[CH:31]3[CH2:36][CH2:35][NH:34][CH2:33][CH2:32]3)[N:17]=[C:16]([NH:15][C:12]3[CH:11]=[CH:10][C:9]([OH:8])=[CH:14][CH:13]=3)[N:21]=2)[CH2:24][CH2:25][CH2:26][CH2:27][CH2:28][CH2:29]1. The yield is 0.440. (2) The reactants are CO[C:3](=[O:28])[C:4]1[CH:9]=[CH:8][C:7]([O:10][CH2:11][C:12]2[C:13]([C:21]3[CH:26]=[CH:25][C:24]([F:27])=[CH:23][CH:22]=3)=[N:14][O:15][C:16]=2[C:17]([F:20])([F:19])[F:18])=[N:6][CH:5]=1.[NH2:29][CH:30]1[CH2:35][CH2:34][O:33][CH2:32][CH2:31]1. No catalyst specified. The product is [F:27][C:24]1[CH:25]=[CH:26][C:21]([C:13]2[C:12]([CH2:11][O:10][C:7]3[CH:8]=[CH:9][C:4]([C:3]([NH:29][CH:30]4[CH2:35][CH2:34][O:33][CH2:32][CH2:31]4)=[O:28])=[CH:5][N:6]=3)=[C:16]([C:17]([F:19])([F:20])[F:18])[O:15][N:14]=2)=[CH:22][CH:23]=1. The yield is 0.800. (3) The reactants are C([O:8][C:9](=[O:17])[NH:10][CH2:11][CH2:12][C:13](O)([CH3:15])[CH3:14])C1C=CC=CC=1.[H-].[Na+].C([O-])(O)=O.[Na+]. The catalyst is C1COCC1. The product is [CH3:15][C:13]1([CH3:14])[O:17][C:9](=[O:8])[NH:10][CH2:11][CH2:12]1. The yield is 0.510. (4) The reactants are Br[C:2]1[C:3]([F:28])=[C:4]([N:8]2[CH:13]=[C:12]([O:14][CH3:15])[C:11](=[O:16])[C:10]([C:17]3[N:21]([C:22]4[CH:27]=[CH:26][CH:25]=[CH:24][CH:23]=4)[N:20]=[CH:19][CH:18]=3)=[N:9]2)[CH:5]=[CH:6][CH:7]=1.[NH:29]1[CH2:34][CH2:33][CH2:32][CH2:31][C:30]1=[O:35].CNCCNC.[O-]P([O-])([O-])=O.[K+].[K+].[K+].C([O-])(O)=O.[Na+]. The catalyst is O1CCOCC1.[Cu]I. The product is [F:28][C:3]1[C:2]([N:29]2[CH2:34][CH2:33][CH2:32][CH2:31][C:30]2=[O:35])=[CH:7][CH:6]=[CH:5][C:4]=1[N:8]1[CH:13]=[C:12]([O:14][CH3:15])[C:11](=[O:16])[C:10]([C:17]2[N:21]([C:22]3[CH:27]=[CH:26][CH:25]=[CH:24][CH:23]=3)[N:20]=[CH:19][CH:18]=2)=[N:9]1. The yield is 0.230. (5) The reactants are C(OC(=O)[NH:10][C:11]1[C:12]([C:28]([NH:30][C:31]2[CH:32]=[N:33][CH:34]=[CH:35][C:36]=2[N:37]2[CH2:42][C@H:41]([CH3:43])[C@@H:40]([O:44][Si:45]([C:48]([CH3:51])([CH3:50])[CH3:49])([CH3:47])[CH3:46])[C@H:39]([NH:52][C:53]([O:55][C:56]([CH3:59])([CH3:58])[CH3:57])=[O:54])[CH2:38]2)=[O:29])=[N:13][C:14]2[C:19]([CH:20]=1)=[CH:18][CH:17]=[C:16]([C:21]1[CH2:22][CH2:23][N:24]([CH3:27])[CH2:25][CH:26]=1)[CH:15]=2)C1C=CC=CC=1.[H][H]. The catalyst is CO.[Pd]. The product is [NH2:10][C:11]1[C:12]([C:28]([NH:30][C:31]2[CH:32]=[N:33][CH:34]=[CH:35][C:36]=2[N:37]2[CH2:42][C@H:41]([CH3:43])[C@@H:40]([O:44][Si:45]([C:48]([CH3:51])([CH3:49])[CH3:50])([CH3:47])[CH3:46])[C@H:39]([NH:52][C:53](=[O:54])[O:55][C:56]([CH3:59])([CH3:58])[CH3:57])[CH2:38]2)=[O:29])=[N:13][C:14]2[C:19]([CH:20]=1)=[CH:18][CH:17]=[C:16]([CH:21]1[CH2:26][CH2:25][N:24]([CH3:27])[CH2:23][CH2:22]1)[CH:15]=2. The yield is 0.680. (6) The reactants are C([N:4]([C:16]1[C:17]([CH3:23])=[N:18][CH:19]=[C:20]([Br:22])[CH:21]=1)[S:5](/[CH:8]=[CH:9]/[C:10]1C=CC=CC=1)(=[O:7])=[O:6])C=C. The catalyst is C(Cl)Cl.CC1C=C(C)C(N2C(=[Ru](Cl)(Cl)=CC3C=CC=CC=3)N(C3C(C)=CC(C)=CC=3C)CC2)=C(C)C=1.C1CCC(P(C2CCCCC2)C2CCCCC2)CC1.[Ru].CC1C=C(C)C=C(C)C=1N1CCN(C2C(C)=CC(C)=CC=2C)C1=C1CC(Cl)(Cl)CCC1P(=CC1C=CC=CC=1)(C1CCCCC1)C1CCCCC1. The product is [Br:22][C:20]1[CH:21]=[C:16]([N:4]2[CH2:10][CH:9]=[CH:8][S:5]2(=[O:7])=[O:6])[C:17]([CH3:23])=[N:18][CH:19]=1. The yield is 0.820.